Dataset: Forward reaction prediction with 1.9M reactions from USPTO patents (1976-2016). Task: Predict the product of the given reaction. (1) Given the reactants C([O:3][C:4](=[O:31])[CH2:5][C:6]1[C:7]2[N:30]=[CH:29][CH:28]=[CH:27][C:8]=2[N:9]2[C:14]=1[CH2:13][CH2:12][CH:11]([N:15]([S:17]([C:20]1[CH:25]=[CH:24][C:23]([F:26])=[CH:22][CH:21]=1)(=[O:19])=[O:18])[CH3:16])[CH2:10]2)C.[OH-].[Na+].C1COCC1, predict the reaction product. The product is: [F:26][C:23]1[CH:24]=[CH:25][C:20]([S:17]([N:15]([CH3:16])[CH:11]2[CH2:12][CH2:13][C:14]3[N:9]([C:8]4[CH:27]=[CH:28][CH:29]=[N:30][C:7]=4[C:6]=3[CH2:5][C:4]([OH:31])=[O:3])[CH2:10]2)(=[O:19])=[O:18])=[CH:21][CH:22]=1. (2) The product is: [ClH:27].[Cl:27][CH2:11][C:4]1[C:5]2[C:10](=[CH:9][CH:8]=[CH:7][CH:6]=2)[N:1]=[CH:2][CH:3]=1. Given the reactants [N:1]1[C:10]2[C:5](=[CH:6][CH:7]=[CH:8][CH:9]=2)[C:4]([CH2:11]O)=[CH:3][CH:2]=1.N1C2C(=CC=CC=2)C=C(CO)C=1.O=S(Cl)[Cl:27], predict the reaction product. (3) Given the reactants [CH2:1]([O:3][C:4]([N:6]1[CH2:11][CH2:10][N:9]([C:12](=[O:46])[C@@H:13]([NH:38]C(OC(C)(C)C)=O)[CH2:14][CH2:15][CH2:16][NH:17]/[C:18](/[NH2:37])=[N:19]/[S:20]([C:23]2[C:24]([CH3:36])=[C:25]([CH3:35])[C:26]3[O:30][C:29]([CH3:32])([CH3:31])[CH2:28][C:27]=3[C:33]=2[CH3:34])(=[O:22])=[O:21])[CH2:8][CH2:7]1)=[O:5])[CH3:2].Cl.O1CCOCC1, predict the reaction product. The product is: [CH2:1]([O:3][C:4]([N:6]1[CH2:7][CH2:8][N:9]([C:12](=[O:46])[C@@H:13]([NH2:38])[CH2:14][CH2:15][CH2:16][NH:17]/[C:18](/[NH2:37])=[N:19]/[S:20]([C:23]2[C:24]([CH3:36])=[C:25]([CH3:35])[C:26]3[O:30][C:29]([CH3:31])([CH3:32])[CH2:28][C:27]=3[C:33]=2[CH3:34])(=[O:22])=[O:21])[CH2:10][CH2:11]1)=[O:5])[CH3:2]. (4) Given the reactants [O:1]([C:8]1[CH:13]=[CH:12][C:11]([C:14]2[C:22]3[C:21]([NH2:23])=[N:20][CH:19]=[N:18][C:17]=3[N:16]([CH:24]3[CH2:29][CH2:28][NH:27][CH2:26][CH2:25]3)[CH:15]=2)=[CH:10][CH:9]=1)[C:2]1[CH:7]=[CH:6][CH:5]=[CH:4][CH:3]=1.CCOCC.[ClH:35], predict the reaction product. The product is: [ClH:35].[ClH:35].[O:1]([C:8]1[CH:9]=[CH:10][C:11]([C:14]2[C:22]3[C:21]([NH2:23])=[N:20][CH:19]=[N:18][C:17]=3[N:16]([CH:24]3[CH2:29][CH2:28][NH:27][CH2:26][CH2:25]3)[CH:15]=2)=[CH:12][CH:13]=1)[C:2]1[CH:7]=[CH:6][CH:5]=[CH:4][CH:3]=1.